From a dataset of Full USPTO retrosynthesis dataset with 1.9M reactions from patents (1976-2016). Predict the reactants needed to synthesize the given product. (1) The reactants are: [Si]([O:18][CH2:19][CH:20]1[NH:24][C:23](=O)[CH2:22][CH2:21]1)(C(C)(C)C)(C1C=CC=CC=1)C1C=CC=CC=1.[Br:26][C:27]1[CH:28]=[N:29][CH:30]=[C:31](Br)[CH:32]=1.[CH3:34]C(C)([O-])C.[Na+].C1(P(C2C=CC=CC=2)C2C=CC3C(=CC=CC=3)C=2C2C3C(=CC=CC=3)C=CC=2P(C2C=CC=CC=2)C2C=CC=CC=2)C=CC=CC=1. Given the product [Br:26][C:27]1[CH:32]=[C:31]([N:24]2[CH:20]([CH2:19][OH:18])[CH2:21][CH:22]3[CH:23]2[CH2:34]3)[CH:30]=[N:29][CH:28]=1, predict the reactants needed to synthesize it. (2) Given the product [CH3:1][C:2]1[CH:7]=[CH:6][C:5]([S:8]([O:11][CH2:12][CH:13]2[CH2:17][C:16]3[CH:18]=[CH:19][CH:20]=[C:21]([C:25]4[C:26]([CH3:30])=[CH:27][CH:28]=[CH:29][C:24]=4[CH3:23])[C:15]=3[O:14]2)(=[O:10])=[O:9])=[CH:4][CH:3]=1, predict the reactants needed to synthesize it. The reactants are: [CH3:1][C:2]1[CH:7]=[CH:6][C:5]([S:8]([O:11][CH2:12][CH:13]2[CH2:17][C:16]3[CH:18]=[CH:19][CH:20]=[C:21](Br)[C:15]=3[O:14]2)(=[O:10])=[O:9])=[CH:4][CH:3]=1.[CH3:23][C:24]1[CH:29]=[CH:28][CH:27]=[C:26]([CH3:30])[C:25]=1B(O)O.C(=O)([O-])[O-].[K+].[K+]. (3) Given the product [CH3:9][N:8]([CH3:10])[C:5]1[N:4]=[CH:3][C:2]([C:11]#[N:12])=[CH:7][N:6]=1, predict the reactants needed to synthesize it. The reactants are: Br[C:2]1[CH:3]=[N:4][C:5]([N:8]([CH3:10])[CH3:9])=[N:6][CH:7]=1.[CH3:11][N:12](C=O)C.